This data is from Rat liver microsome stability data. The task is: Regression/Classification. Given a drug SMILES string, predict its absorption, distribution, metabolism, or excretion properties. Task type varies by dataset: regression for continuous measurements (e.g., permeability, clearance, half-life) or binary classification for categorical outcomes (e.g., BBB penetration, CYP inhibition). Dataset: rlm. (1) The drug is Cc1cnc2c(C(F)(F)F)cccc2c1-c1cccc(Oc2cccc(S(=O)(=O)CCC(C)C)c2)c1. The result is 1 (stable in rat liver microsomes). (2) The compound is O=C(Oc1cccc(N2CCS(=O)(=O)CC2)c1)N1CCC(c2ccc(OCCF)cc2)CC1. The result is 1 (stable in rat liver microsomes).